From a dataset of Merck oncology drug combination screen with 23,052 pairs across 39 cell lines. Regression. Given two drug SMILES strings and cell line genomic features, predict the synergy score measuring deviation from expected non-interaction effect. (1) Drug 1: O=c1[nH]cc(F)c(=O)[nH]1. Drug 2: Cn1nnc2c(C(N)=O)ncn2c1=O. Cell line: VCAP. Synergy scores: synergy=-2.73. (2) Drug 1: N.N.O=C(O)C1(C(=O)O)CCC1.[Pt]. Drug 2: CCc1cnn2c(NCc3ccc[n+]([O-])c3)cc(N3CCCCC3CCO)nc12. Cell line: EFM192B. Synergy scores: synergy=-15.9. (3) Drug 1: O=C(CCCCCCC(=O)Nc1ccccc1)NO. Drug 2: NC1(c2ccc(-c3nc4ccn5c(=O)[nH]nc5c4cc3-c3ccccc3)cc2)CCC1. Cell line: T47D. Synergy scores: synergy=6.81. (4) Drug 1: CN(Cc1cnc2nc(N)nc(N)c2n1)c1ccc(C(=O)NC(CCC(=O)O)C(=O)O)cc1. Drug 2: O=C(CCCCCCC(=O)Nc1ccccc1)NO. Cell line: SKOV3. Synergy scores: synergy=11.0. (5) Drug 1: O=P1(N(CCCl)CCCl)NCCCO1. Drug 2: Cn1cc(-c2cnn3c(N)c(Br)c(C4CCCNC4)nc23)cn1. Cell line: SKMES1. Synergy scores: synergy=-2.46. (6) Drug 1: CCN(CC)CCNC(=O)c1c(C)[nH]c(C=C2C(=O)Nc3ccc(F)cc32)c1C. Drug 2: Cn1cc(-c2cnn3c(N)c(Br)c(C4CCCNC4)nc23)cn1. Cell line: UACC62. Synergy scores: synergy=18.8. (7) Drug 1: CC1(c2nc3c(C(N)=O)cccc3[nH]2)CCCN1. Drug 2: Cn1c(=O)n(-c2ccc(C(C)(C)C#N)cc2)c2c3cc(-c4cnc5ccccc5c4)ccc3ncc21. Cell line: COLO320DM. Synergy scores: synergy=23.6. (8) Drug 1: CN1C(=O)C=CC2(C)C3CCC4(C)C(NC(=O)OCC(F)(F)F)CCC4C3CCC12. Drug 2: CCc1cnn2c(NCc3ccc[n+]([O-])c3)cc(N3CCCCC3CCO)nc12. Cell line: ZR751. Synergy scores: synergy=-7.19.